From a dataset of Reaction yield outcomes from USPTO patents with 853,638 reactions. Predict the reaction yield, written as a fraction of the theoretical maximum amount of product (1.0 means a 100% yield; for example, 0.34 means a 34% yield). (1) The reactants are [C:1]([C:5]1[CH:6]=[C:7]2[C:11](=[CH:12][C:13]=1[N+:14]([O-])=O)[NH:10][CH:9]=[CH:8]2)([CH3:4])([CH3:3])[CH3:2]. The catalyst is [Ni].CO. The product is [C:1]([C:5]1[CH:6]=[C:7]2[C:11](=[CH:12][C:13]=1[NH2:14])[NH:10][CH:9]=[CH:8]2)([CH3:4])([CH3:2])[CH3:3]. The yield is 0.870. (2) The reactants are [C:1]1(C)[CH:6]=[CH:5][CH:4]=[CH:3][CH:2]=1.C1(B(O)O)C=CC=CC=1.Br[C:18]1[CH:23]=[CH:22][C:21]([Br:24])=[CH:20][C:19]=1[N+:25]([O-:27])=[O:26].C([O-])([O-])=O.[Na+].[Na+]. The catalyst is O.C1C=CC([P]([Pd]([P](C2C=CC=CC=2)(C2C=CC=CC=2)C2C=CC=CC=2)([P](C2C=CC=CC=2)(C2C=CC=CC=2)C2C=CC=CC=2)[P](C2C=CC=CC=2)(C2C=CC=CC=2)C2C=CC=CC=2)(C2C=CC=CC=2)C2C=CC=CC=2)=CC=1. The product is [Br:24][C:21]1[CH:22]=[CH:23][C:18]([C:1]2[CH:6]=[CH:5][CH:4]=[CH:3][CH:2]=2)=[C:19]([N+:25]([O-:27])=[O:26])[CH:20]=1. The yield is 0.842. (3) The reactants are C([O-])(O)=O.[Na+].[CH:19]1[C:18](SS[C:14]2[CH:19]=[CH:18][C:17]([N+]([O-])=O)=[C:16]([C:23](O)=O)[CH:15]=2)=[CH:17][C:16]([C:23](O)=O)=[C:15]([N+]([O-])=O)[CH:14]=1.O=[C:33]1O[C@H:38]([C@H:40]([CH2:42]O)O)[C:36]([O-])=[C:34]1O.Cl.Cl.[NH2:53][CH2:52][CH2:51][S:50][S:50][CH2:51][CH2:52][NH2:53]. No catalyst specified. The product is [C:23]([S:50][CH2:51][CH2:52][NH2:53])([C:16]1[CH:15]=[CH:14][CH:19]=[CH:18][CH:17]=1)([C:19]1[CH:18]=[CH:17][CH:16]=[CH:15][CH:14]=1)[C:33]1[CH:42]=[CH:40][CH:38]=[CH:36][CH:34]=1. The yield is 0.930. (4) The reactants are [NH2:1][C:2]1[CH:7]=[CH:6][C:5]([C:8]([NH:10][S:11]([C:14]2[S:15][C:16]([Cl:19])=[CH:17][CH:18]=2)(=[O:13])=[O:12])=[O:9])=[CH:4][CH:3]=1.[N:20]([C:23]1[CH:32]=[CH:31][CH:30]=[CH:29][C:24]=1[C:25](OC)=[O:26])=[C:21]=[O:22].C1CCN2C(=NCCC2)CC1. The catalyst is C1COCC1. The product is [O:22]=[C:21]1[N:1]([C:2]2[CH:7]=[CH:6][C:5]([C:8]([NH:10][S:11]([C:14]3[S:15][C:16]([Cl:19])=[CH:17][CH:18]=3)(=[O:13])=[O:12])=[O:9])=[CH:4][CH:3]=2)[C:25](=[O:26])[C:24]2[C:23](=[CH:32][CH:31]=[CH:30][CH:29]=2)[NH:20]1. The yield is 0.340.